From a dataset of Reaction yield outcomes from USPTO patents with 853,638 reactions. Predict the reaction yield, written as a fraction of the theoretical maximum amount of product (1.0 means a 100% yield; for example, 0.34 means a 34% yield). (1) The reactants are [Cl:1][C:2]1[CH:3]=[CH:4][CH:5]=[C:6]2[C:10]=1[N:9]([CH2:11][CH2:12][CH3:13])[N:8]=[C:7]2[C:14]1[CH:19]=[CH:18][C:17]([OH:20])=[CH:16][CH:15]=1.C(N(CC)C(C)C)(C)C.[C:30](Cl)(=[O:33])[CH2:31][CH3:32].O. The catalyst is C(Cl)Cl. The product is [C:30]([O:20][C:17]1[CH:16]=[CH:15][C:14]([C:7]2[C:6]3[C:10](=[C:2]([Cl:1])[CH:3]=[CH:4][CH:5]=3)[N:9]([CH2:11][CH2:12][CH3:13])[N:8]=2)=[CH:19][CH:18]=1)(=[O:33])[CH2:31][CH3:32]. The yield is 0.880. (2) The reactants are [CH2:1]([C:3]1[C:8]([C:9](OC)=[O:10])=[CH:7][CH:6]=[CH:5][C:4]=1[C:13]1[CH:18]=[CH:17][C:16]([O:19][CH3:20])=[CH:15][CH:14]=1)[CH3:2].[H-].[Al+3].[Li+].[H-].[H-].[H-].O.[OH-].[Na+]. The yield is 1.00. The product is [CH2:1]([C:3]1[C:8]([CH2:9][OH:10])=[CH:7][CH:6]=[CH:5][C:4]=1[C:13]1[CH:14]=[CH:15][C:16]([O:19][CH3:20])=[CH:17][CH:18]=1)[CH3:2]. The catalyst is O1CCCC1. (3) The reactants are [CH3:1][C:2]1[N:7]=[CH:6][C:5]([CH2:8][C:9]2[C:10](=[O:17])[N:11]=[C:12](SC)[NH:13][CH:14]=2)=[CH:4][N:3]=1.[NH2:18][CH2:19][CH2:20][C:21]1[CH:22]=[CH:23][C:24]([O:29][C:30]2[CH:35]=[CH:34][C:33]([Cl:36])=[C:32]([C:37]([F:40])([F:39])[F:38])[CH:31]=2)=[C:25]([CH:28]=1)[C:26]#[N:27]. No catalyst specified. The product is [Cl:36][C:33]1[CH:34]=[CH:35][C:30]([O:29][C:24]2[CH:23]=[CH:22][C:21]([CH2:20][CH2:19][NH:18][C:12]3[NH:13][CH:14]=[C:9]([CH2:8][C:5]4[CH:4]=[N:3][C:2]([CH3:1])=[N:7][CH:6]=4)[C:10](=[O:17])[N:11]=3)=[CH:28][C:25]=2[C:26]#[N:27])=[CH:31][C:32]=1[C:37]([F:38])([F:39])[F:40]. The yield is 0.297. (4) The product is [CH2:16]([O:23][C:24]([C:26]1[CH:27]=[CH:28][C:29]([O:30][C:8]2[C:7]([F:10])=[C:6]([F:11])[C:5]([F:12])=[C:4]([F:13])[C:3]=2[C:2]([F:1])([F:15])[F:14])=[CH:31][CH:32]=1)=[O:25])[C:17]1[CH:18]=[CH:19][CH:20]=[CH:21][CH:22]=1. The yield is 0.950. The reactants are [F:1][C:2]([F:15])([F:14])[C:3]1[C:8](F)=[C:7]([F:10])[C:6]([F:11])=[C:5]([F:12])[C:4]=1[F:13].[CH2:16]([O:23][C:24]([C:26]1[CH:32]=[CH:31][C:29]([O-:30])=[CH:28][CH:27]=1)=[O:25])[C:17]1[CH:22]=[CH:21][CH:20]=[CH:19][CH:18]=1.[K+].[K]. The catalyst is CN(C)C=O. (5) The reactants are [CH3:1][O:2][C:3](=[O:12])[C:4]1[CH:9]=[CH:8][CH:7]=[C:6]([CH2:10]Br)[CH:5]=1.[N-:13]=[N+:14]=[N-:15].[Na+]. The catalyst is CN(C=O)C.C(OCC)(=O)C. The product is [CH3:1][O:2][C:3](=[O:12])[C:4]1[CH:9]=[CH:8][CH:7]=[C:6]([CH2:10][N:13]=[N+:14]=[N-:15])[CH:5]=1. The yield is 0.830.